From a dataset of Catalyst prediction with 721,799 reactions and 888 catalyst types from USPTO. Predict which catalyst facilitates the given reaction. (1) Reactant: CC(C)(OC([N:7]1[CH2:12][CH2:11][N:10]2[CH:13]=[C:14]([C:16]3[CH:21]=[CH:20][CH:19]=[CH:18][C:17]=3[O:22][CH3:23])[N:15]=[C:9]2[CH:8]1[CH2:24][CH2:25][S:26][C:27]([C:40]1[CH:45]=[CH:44][CH:43]=[CH:42][CH:41]=1)([C:34]1[CH:39]=[CH:38][CH:37]=[CH:36][CH:35]=1)[C:28]1[CH:33]=[CH:32][CH:31]=[CH:30][CH:29]=1)=O)C.C([O-])(O)=O.[Na+]. Product: [CH3:23][O:22][C:17]1[CH:18]=[CH:19][CH:20]=[CH:21][C:16]=1[C:14]1[N:15]=[C:9]2[CH:8]([CH2:24][CH2:25][S:26][C:27]([C:40]3[CH:41]=[CH:42][CH:43]=[CH:44][CH:45]=3)([C:34]3[CH:35]=[CH:36][CH:37]=[CH:38][CH:39]=3)[C:28]3[CH:33]=[CH:32][CH:31]=[CH:30][CH:29]=3)[NH:7][CH2:12][CH2:11][N:10]2[CH:13]=1. The catalyst class is: 2. (2) Reactant: [Br:1][C:2]1[CH:10]=[C:9]2[C:5]([CH:6]=[N:7][NH:8]2)=[CH:4][CH:3]=1.CCN(CC)CC.[C:18](O[C:18]([O:20][C:21]([CH3:24])([CH3:23])[CH3:22])=[O:19])([O:20][C:21]([CH3:24])([CH3:23])[CH3:22])=[O:19]. Product: [Br:1][C:2]1[CH:10]=[C:9]2[C:5]([CH:6]=[N:7][N:8]2[C:18]([O:20][C:21]([CH3:24])([CH3:23])[CH3:22])=[O:19])=[CH:4][CH:3]=1. The catalyst class is: 649. (3) Reactant: [CH3:1][O:2][C:3]([NH:5][C@@H:6]1[CH:14]2[C:15](=[O:22])[CH2:16][C@H:17]([C:19](O)=[O:20])[CH2:18][N:12]3[C:13]2=[C:9]([CH:10]=[CH:11]3)[CH2:8][CH2:7]1)=[O:4].[Br:23][C:24]1[CH:33]=[CH:32][C:27]([C:28]([NH:30][NH2:31])=[O:29])=[CH:26][CH:25]=1.CCN(C(C)C)C(C)C.CN(C(ON1N=NC2C=CC=NC1=2)=[N+](C)C)C.F[P-](F)(F)(F)(F)F. Product: [Br:23][C:24]1[CH:33]=[CH:32][C:27]([C:28]([NH:30][NH:31][C:19]([C@@H:17]2[CH2:18][N:12]3[C:13]4[CH:14]([C@@H:6]([NH:5][C:3](=[O:4])[O:2][CH3:1])[CH2:7][CH2:8][C:9]=4[CH:10]=[CH:11]3)[C:15](=[O:22])[CH2:16]2)=[O:20])=[O:29])=[CH:26][CH:25]=1. The catalyst class is: 31. (4) Reactant: [F:1][C:2]1[CH:18]=[CH:17][C:5]([CH2:6][C:7]2[O:8][C:9](/[CH:12]=[CH:13]/[N+:14]([O-:16])=[O:15])=[CH:10][CH:11]=2)=[CH:4][CH:3]=1.CS(C)=O.[BH4-].[Na+]. Product: [F:1][C:2]1[CH:3]=[CH:4][C:5]([CH2:6][C:7]2[O:8][C:9]([CH2:12][CH2:13][N+:14]([O-:16])=[O:15])=[CH:10][CH:11]=2)=[CH:17][CH:18]=1. The catalyst class is: 15. (5) Reactant: [CH3:1][C:2]1([CH3:15])[O:6][C@H:5]2[O:7][C@H:8]([C@@H:10]([OH:14])[CH2:11][O:12][CH3:13])[CH2:9][C@H:4]2[O:3]1.CC(OI1(OC(C)=O)(OC(C)=O)OC(=O)C2C=CC=CC1=2)=O. Product: [CH3:1][C:2]1([CH3:15])[O:6][C@H:5]2[O:7][C@H:8]([C:10](=[O:14])[CH2:11][O:12][CH3:13])[CH2:9][C@H:4]2[O:3]1. The catalyst class is: 2.